This data is from Forward reaction prediction with 1.9M reactions from USPTO patents (1976-2016). The task is: Predict the product of the given reaction. (1) Given the reactants [Br:1][C:2]1[CH:3]=[C:4]2[C:8](=[C:9]([C:11]([O:13][CH2:14][CH3:15])=[O:12])[CH:10]=1)[NH:7][CH:6]=[C:5]2[CH:16]1[CH2:21][CH2:20][CH2:19]S[CH2:17]1.C(N(CC(O)=O)CC(O)=O)CN(CC(O)=O)CC(O)=O.O[O:43][S:44]([O-:46])=O.[K+].C(=O)(O)[O-].[Na+], predict the reaction product. The product is: [Br:1][C:2]1[CH:3]=[C:4]2[C:8](=[C:9]([C:11]([O:13][CH2:14][CH3:15])=[O:12])[CH:10]=1)[NH:7][CH:6]=[C:5]2[CH:16]1[CH2:21][CH2:20][CH2:19][S:44](=[O:46])(=[O:43])[CH2:17]1. (2) Given the reactants [N:1]1([C:7]([C:9]2[CH:14]=[CH:13][C:12]([N:15]3[CH:19]=[C:18]([C:20]4[C:28]5[C:23](=[CH:24][C:25]([C:29]#[C:30][CH2:31][OH:32])=[CH:26][CH:27]=5)[NH:22][N:21]=4)[N:17]=[N:16]3)=[CH:11][CH:10]=2)=[O:8])[CH2:6][CH2:5][O:4][CH2:3][CH2:2]1, predict the reaction product. The product is: [N:1]1([C:7]([C:9]2[CH:14]=[CH:13][C:12]([N:15]3[CH:19]=[C:18]([C:20]4[C:28]5[C:23](=[CH:24][C:25]([CH2:29][CH2:30][CH2:31][OH:32])=[CH:26][CH:27]=5)[NH:22][N:21]=4)[N:17]=[N:16]3)=[CH:11][CH:10]=2)=[O:8])[CH2:2][CH2:3][O:4][CH2:5][CH2:6]1. (3) Given the reactants [Br:1][C:2]1[CH:3]=[C:4]([C:9]#[N:10])[C:5](=O)[NH:6][CH:7]=1.P(Cl)(Cl)(Cl)(Cl)[Cl:12].O=P(Cl)(Cl)Cl, predict the reaction product. The product is: [Br:1][C:2]1[CH:7]=[N:6][C:5]([Cl:12])=[C:4]([CH:3]=1)[C:9]#[N:10]. (4) Given the reactants [C:1](#[N:5])[CH2:2][C:3]#[N:4].C([O-])([O-])=O.[K+].[K+].Cl[C:13]1[N:18]=[C:17]([N:19]2[CH2:24][CH2:23][CH:22]([C:25]3[C:33]4[C:28](=[N:29][CH:30]=[CH:31][CH:32]=4)[NH:27][N:26]=3)[CH2:21][CH2:20]2)[N:16]=[C:15]([O:34][CH2:35][C@H:36]2[CH2:38][C@H:37]2[C:39]#[N:40])[N:14]=1.CCOC(C)=O.CO, predict the reaction product. The product is: [C:39]([C@@H:37]1[CH2:38][C@@H:36]1[CH2:35][O:34][C:15]1[N:16]=[C:17]([N:19]2[CH2:24][CH2:23][CH:22]([C:25]3[C:33]4[C:28](=[N:29][CH:30]=[CH:31][CH:32]=4)[NH:27][N:26]=3)[CH2:21][CH2:20]2)[N:18]=[C:13]([CH:2]([C:1]#[N:5])[C:3]#[N:4])[N:14]=1)#[N:40]. (5) Given the reactants [OH:1][C:2]1[CH:9]=[C:8]([OH:10])[CH:7]=[CH:6][C:3]=1[C:4]#[N:5].Cl[C:12]1[CH:17]=[CH:16][C:15]([N+:18]([O-:20])=[O:19])=[CH:14][N:13]=1.CCOCC.Cl, predict the reaction product. The product is: [OH:1][C:2]1[CH:9]=[C:8]([O:10][C:12]2[CH:17]=[CH:16][C:15]([N+:18]([O-:20])=[O:19])=[CH:14][N:13]=2)[CH:7]=[CH:6][C:3]=1[C:4]#[N:5]. (6) Given the reactants [NH2:1][CH2:2][C:3]1[CH:12]=[CH:11][C:6]([C:7]([O:9][CH3:10])=[O:8])=[CH:5][C:4]=1[O:13][CH2:14][CH:15]1[CH2:17][CH2:16]1.[CH3:18][S:19](Cl)(=[O:21])=[O:20], predict the reaction product. The product is: [CH:15]1([CH2:14][O:13][C:4]2[CH:5]=[C:6]([CH:11]=[CH:12][C:3]=2[CH2:2][NH:1][S:19]([CH3:18])(=[O:21])=[O:20])[C:7]([O:9][CH3:10])=[O:8])[CH2:17][CH2:16]1. (7) Given the reactants [OH:1][CH:2]([CH3:31])[CH2:3][NH:4][C:5]1[C:6]([CH:8]=[C:9]([NH:13][C:14]2[C:23]3[C:18](=[CH:19][C:20]([O:26][CH2:27][CH2:28][O:29][CH3:30])=[C:21]([O:24][CH3:25])[CH:22]=3)[N:17]=[CH:16][N:15]=2)[C:10](=[O:12])[CH:11]=1)=[O:7].O.CN1CCC[C:35]1=[O:39], predict the reaction product. The product is: [CH3:25][O:24][C:21]1[CH:22]=[C:23]2[C:18](=[CH:19][C:20]=1[O:26][CH2:27][CH2:28][O:29][CH3:30])[N:17]=[CH:16][N:15]=[C:14]2[NH:13][C:9]1[C:10]([CH:11]=[C:5]([N:4]2[CH2:3][CH:2]([CH3:31])[O:1][C:35]2=[O:39])[C:6](=[O:7])[CH:8]=1)=[O:12]. (8) Given the reactants [CH3:1][C:2]1[N:9]=[C:8]([CH2:10][O:11][Si:12]([CH:19]([CH3:21])[CH3:20])([CH:16]([CH3:18])[CH3:17])[CH:13]([CH3:15])[CH3:14])[CH:7]=[CH:6][C:3]=1[C:4]#[N:5].[NH2:22][OH:23], predict the reaction product. The product is: [OH:23][N:22]=[C:4]([C:3]1[C:2]([CH3:1])=[N:9][C:8]([CH2:10][O:11][Si:12]([CH:19]([CH3:21])[CH3:20])([CH:16]([CH3:18])[CH3:17])[CH:13]([CH3:14])[CH3:15])=[CH:7][CH:6]=1)[NH2:5]. (9) Given the reactants [O:1]=[C:2]1[CH:11]=[CH:10][C:9]2[CH2:8][CH2:7][C:6](=[O:12])[N:5]3[CH2:13][CH:14]([CH2:15][N:16]4[CH2:21][CH2:20][CH:19]([NH:22]C(=O)OC(C)(C)C)[CH2:18][CH2:17]4)[N:3]1[C:4]=23.[CH:30]([C:32]1[CH:33]=[C:34]([C:42]#[N:43])[C:35]2[O:40][CH2:39][CH2:38][O:37][C:36]=2[CH:41]=1)=O.[BH-](OC(C)=O)(OC(C)=O)OC(C)=O.[Na+].C(=O)(O)[O-].[Na+].[Cl:63]CCl.CO, predict the reaction product. The product is: [ClH:63].[O:12]=[C:6]1[CH:7]=[CH:8][C:9]2[CH:10]=[CH:11][C:2](=[O:1])[N:3]3[CH:14]([CH2:15][N:16]4[CH2:17][CH2:18][CH:19]([NH:22][CH2:30][C:32]5[CH:33]=[C:34]([C:42]#[N:43])[C:35]6[O:40][CH2:39][CH2:38][O:37][C:36]=6[CH:41]=5)[CH2:20][CH2:21]4)[CH2:13][N:5]1[C:4]=23.